This data is from Full USPTO retrosynthesis dataset with 1.9M reactions from patents (1976-2016). The task is: Predict the reactants needed to synthesize the given product. Given the product [Cl:20][CH2:16][C:14]1[CH:15]=[C:10]([C:8]([C:5]2[CH:6]=[CH:7][C:2]([F:1])=[CH:3][CH:4]=2)=[O:9])[CH:11]=[N:12][CH:13]=1, predict the reactants needed to synthesize it. The reactants are: [F:1][C:2]1[CH:7]=[CH:6][C:5]([C:8]([C:10]2[CH:11]=[N:12][CH:13]=[C:14]([CH2:16]O)[CH:15]=2)=[O:9])=[CH:4][CH:3]=1.S(Cl)([Cl:20])=O.